The task is: Regression. Given a peptide amino acid sequence and an MHC pseudo amino acid sequence, predict their binding affinity value. This is MHC class II binding data.. This data is from Peptide-MHC class II binding affinity with 134,281 pairs from IEDB. (1) The peptide sequence is VKIEYSGTNNKTMAV. The MHC is HLA-DQA10201-DQB10202 with pseudo-sequence HLA-DQA10201-DQB10202. The binding affinity (normalized) is 0.0404. (2) The peptide sequence is PEFQSIVQTLNAMPE. The MHC is DRB1_1302 with pseudo-sequence DRB1_1302. The binding affinity (normalized) is 0.497. (3) The peptide sequence is KEEHSSTWHYDDENPYK. The MHC is DRB1_0401 with pseudo-sequence DRB1_0401. The binding affinity (normalized) is 0.471. (4) The binding affinity (normalized) is 0.470. The MHC is DRB1_0802 with pseudo-sequence DRB1_0802. The peptide sequence is YDKFLANVSGVLTGK. (5) The peptide sequence is AAPGAGYTPATPAAP. The binding affinity (normalized) is 0. The MHC is DRB1_0301 with pseudo-sequence DRB1_0301. (6) The peptide sequence is AAIVNKLKAILVDLE. The MHC is HLA-DPA10301-DPB10402 with pseudo-sequence HLA-DPA10301-DPB10402. The binding affinity (normalized) is 0.